Task: Predict the product of the given reaction.. Dataset: Forward reaction prediction with 1.9M reactions from USPTO patents (1976-2016) (1) Given the reactants [CH3:1][C:2]1[O:6][C:5]([C:7]2[CH:12]=[CH:11][C:10]([O:13][CH2:14][C:15]3[CH:20]=[CH:19][CH:18]=[CH:17][N:16]=3)=[CH:9][CH:8]=2)=[N:4][C:3]=1[CH2:21][CH2:22]O.[CH3:24][CH:25]1[CH2:29][CH2:28][CH2:27][NH:26]1, predict the reaction product. The product is: [CH3:1][C:2]1[O:6][C:5]([C:7]2[CH:8]=[CH:9][C:10]([O:13][CH2:14][C:15]3[CH:20]=[CH:19][CH:18]=[CH:17][N:16]=3)=[CH:11][CH:12]=2)=[N:4][C:3]=1[CH2:21][CH2:22][N:26]1[CH2:27][CH2:28][CH2:29][CH:25]1[CH3:24]. (2) Given the reactants Cl[C:2]1[CH:3]=[C:4]([CH:8]=[C:9]([Cl:11])[N:10]=1)[C:5]([OH:7])=[O:6].[H-].[Na+].[OH2:14], predict the reaction product. The product is: [Cl:11][C:9]1[CH:8]=[C:4]([CH:3]=[C:2]([O:14][CH2:9][CH2:8][CH2:4][CH:3]=[CH2:2])[N:10]=1)[C:5]([OH:7])=[O:6].